Task: Predict the reactants needed to synthesize the given product.. Dataset: Full USPTO retrosynthesis dataset with 1.9M reactions from patents (1976-2016) (1) Given the product [CH3:1][O:2][C:3](=[O:21])[C:4]1[CH:9]=[C:8]([C:22]#[N:23])[C:7]([F:11])=[C:6]([F:12])[C:5]=1[NH:13][C:14]1[CH:19]=[CH:18][CH:17]=[CH:16][C:15]=1[Cl:20], predict the reactants needed to synthesize it. The reactants are: [CH3:1][O:2][C:3](=[O:21])[C:4]1[CH:9]=[C:8](Br)[C:7]([F:11])=[C:6]([F:12])[C:5]=1[NH:13][C:14]1[CH:19]=[CH:18][CH:17]=[CH:16][C:15]=1[Cl:20].[CH3:22][N:23]1CCCC1=O. (2) Given the product [CH2:1]([O:3][C:4]([C:6]1[CH:10]=[C:9]([O:11][CH2:12][C:13]([N:15]2[CH2:19][CH2:18][CH2:17][C@H:16]2[C:20](=[O:22])[NH:44][CH:39]2[CH2:40][CH2:41][CH2:42]2)=[O:14])[N:8]([C:23]2[CH:28]=[CH:27][CH:26]=[CH:25][CH:24]=2)[N:7]=1)=[O:5])[CH3:2], predict the reactants needed to synthesize it. The reactants are: [CH2:1]([O:3][C:4]([C:6]1[CH:10]=[C:9]([O:11][CH2:12][C:13]([N:15]2[CH2:19][CH2:18][CH2:17][C@H:16]2[C:20]([OH:22])=O)=[O:14])[N:8]([C:23]2[CH:28]=[CH:27][CH:26]=[CH:25][CH:24]=2)[N:7]=1)=[O:5])[CH3:2].CN(C(ON1N=[N:44][C:39]2[CH:40]=[CH:41][CH:42]=NC1=2)=[N+](C)C)C.F[P-](F)(F)(F)(F)F.CCN(C(C)C)C(C)C.C1(N)CCC1. (3) Given the product [CH3:16][O:17][C:18]1[CH:23]=[CH:22][CH:21]=[CH:20][C:19]=1[N:24]1[CH2:29][CH2:28][N:27]([CH2:8][CH:6]([OH:7])[CH2:5][O:4][C:3]2[C:9]([Cl:15])=[CH:10][C:11]([Cl:14])=[C:12]([Cl:13])[C:2]=2[Cl:1])[CH2:26][CH2:25]1, predict the reactants needed to synthesize it. The reactants are: [Cl:1][C:2]1[C:12]([Cl:13])=[C:11]([Cl:14])[CH:10]=[C:9]([Cl:15])[C:3]=1[O:4][CH2:5][CH:6]1[CH2:8][O:7]1.[CH3:16][O:17][C:18]1[CH:23]=[CH:22][CH:21]=[CH:20][C:19]=1[N:24]1[CH2:29][CH2:28][NH:27][CH2:26][CH2:25]1.